Dataset: Forward reaction prediction with 1.9M reactions from USPTO patents (1976-2016). Task: Predict the product of the given reaction. (1) Given the reactants [F:1][C:2]1[CH:3]=[C:4]2[C:8](=[CH:9][CH:10]=1)[NH:7][C:6](=[O:11])[CH2:5]2.[Li+].C[Si]([N-][Si](C)(C)C)(C)C.C1COCC1.O=[C:28]1[C:36]2[C:31](=[CH:32][C:33]([C:37]([OH:39])=[O:38])=[CH:34][CH:35]=2)[CH2:30][O:29]1.Cl, predict the reaction product. The product is: [F:1][C:2]1[CH:3]=[C:4]2[C:8](=[CH:9][CH:10]=1)[NH:7][C:6](=[O:11])[C:5]2=[C:28]1[C:36]2[C:31](=[CH:32][C:33]([C:37]([OH:39])=[O:38])=[CH:34][CH:35]=2)[CH2:30][O:29]1. (2) Given the reactants [I-].[CH2:2]([N+:6]1[C:10]([CH3:11])=[C:9]([CH3:12])[S:8][C:7]=1[CH3:13])[CH2:3][CH2:4][CH3:5].[F:14][C:15]([F:26])([F:25])[C:16]1[CH:24]=[CH:23][CH:22]=[CH:21][C:17]=1[C:18](Cl)=[O:19], predict the reaction product. The product is: [CH2:2]([N:6]1[C:10]([CH3:11])=[C:9]([CH3:12])[S:8]/[C:7]/1=[CH:13]\[C:18]([C:17]1[CH:21]=[CH:22][CH:23]=[CH:24][C:16]=1[C:15]([F:14])([F:25])[F:26])=[O:19])[CH2:3][CH2:4][CH3:5]. (3) Given the reactants [CH2:1]([C:3]1[N:20]([C@@H:21]2[C:29]3[C:24](=[CH:25][C:26]([C:30]4[CH:35]=[CH:34][CH:33]=[CH:32][C:31]=4[C:36]4[N:40](C(C5C=CC=CC=5)(C5C=CC=CC=5)C5C=CC=CC=5)[N:39]=[N:38][N:37]=4)=[CH:27][CH:28]=3)[CH2:23][CH2:22]2)[C:6]2=[N:7][C:8]([CH2:12][C:13]3[O:14][C:15]([CH2:18][CH3:19])=[N:16][N:17]=3)=[CH:9][C:10]([CH3:11])=[C:5]2[N:4]=1)[CH3:2], predict the reaction product. The product is: [NH:40]1[C:36]([C:31]2[CH:32]=[CH:33][CH:34]=[CH:35][C:30]=2[C:26]2[CH:25]=[C:24]3[C:29](=[CH:28][CH:27]=2)[C@@H:21]([N:20]2[C:6]4=[N:7][C:8]([CH2:12][C:13]5[O:14][C:15]([CH2:18][CH3:19])=[N:16][N:17]=5)=[CH:9][C:10]([CH3:11])=[C:5]4[N:4]=[C:3]2[CH2:1][CH3:2])[CH2:22][CH2:23]3)=[N:37][N:38]=[N:39]1. (4) Given the reactants NC1C=CC(C2NC(=O)[C:11]3[O:16][C:15]4C=CC(Br)=[CH:20][C:14]=4[C:12]=3N=2)=C(Cl)C=1.[NH2:24][C:25]1[CH:30]=[CH:29][C:28]([C:31]2[NH:32][C:33](=[O:45])[C:34]3[O:39][C:38]4[CH:40]=[CH:41][C:42]([Br:44])=[CH:43][C:37]=4[C:35]=3[N:36]=2)=[C:27]([CH3:46])[CH:26]=1.C(C1CCN(C(OC(C)(C)C)=O)CC1)=O.O1CCC(C=O)C1, predict the reaction product. The product is: [Br:44][C:42]1[CH:41]=[CH:40][C:38]2[O:39][C:34]3[C:33](=[O:45])[NH:32][C:31]([C:28]4[CH:29]=[CH:30][C:25]([NH:24][CH2:20][CH:14]5[CH2:12][CH2:11][O:16][CH2:15]5)=[CH:26][C:27]=4[CH3:46])=[N:36][C:35]=3[C:37]=2[CH:43]=1. (5) Given the reactants [CH:1]1([CH2:6][C:7]([OH:9])=O)[CH2:5][CH2:4][CH:3]=[CH:2]1.C(N(CC)C(C)C)(C)C.[F:19][C:20]1[CH:25]=[C:24]([N:26]2[CH2:31][CH2:30][O:29][CH2:28][CH2:27]2)[CH:23]=[C:22]([F:32])[C:21]=1[NH2:33].C(OCC)(=O)C, predict the reaction product. The product is: [CH:1]1([CH2:6][C:7]([NH:33][C:21]2[C:20]([F:19])=[CH:25][C:24]([N:26]3[CH2:31][CH2:30][O:29][CH2:28][CH2:27]3)=[CH:23][C:22]=2[F:32])=[O:9])[CH2:5][CH2:4][CH:3]=[CH:2]1.